From a dataset of Full USPTO retrosynthesis dataset with 1.9M reactions from patents (1976-2016). Predict the reactants needed to synthesize the given product. Given the product [N:8]1[CH:9]=[CH:10][CH:11]=[C:6]([C:4]2[N:3]=[C:2]([C:17](=[O:35])[CH2:18][CH2:19][CH2:20][CH2:21][CH2:22][CH2:23][CH2:24][CH:25]=[CH:26][CH2:27][CH2:28][CH2:29][CH2:30][CH2:31][CH2:32][CH2:33][CH3:34])[O:1][CH:5]=2)[CH:7]=1, predict the reactants needed to synthesize it. The reactants are: [O:1]1[CH:5]=[C:4]([C:6]2[CH:7]=[N:8][CH:9]=[CH:10][CH:11]=2)[N:3]=[CH:2]1.[Li]CCCC.[C:17](O)(=[O:35])[CH2:18][CH2:19][CH2:20][CH2:21][CH2:22][CH2:23][CH2:24]/[CH:25]=[CH:26]\[CH2:27][CH2:28][CH2:29][CH2:30][CH2:31][CH2:32][CH2:33][CH3:34].C(Cl)(=O)C(Cl)=O.